Dataset: Peptide-MHC class II binding affinity with 134,281 pairs from IEDB. Task: Regression. Given a peptide amino acid sequence and an MHC pseudo amino acid sequence, predict their binding affinity value. This is MHC class II binding data. (1) The peptide sequence is HTMWHVTRGAFLVRN. The MHC is DRB1_0301 with pseudo-sequence DRB1_0301. The binding affinity (normalized) is 0.851. (2) The peptide sequence is YRIAARPGAVTRRAA. The MHC is DRB1_0101 with pseudo-sequence DRB1_0101. The binding affinity (normalized) is 0.386.